From a dataset of Forward reaction prediction with 1.9M reactions from USPTO patents (1976-2016). Predict the product of the given reaction. Given the reactants [CH3:1][N:2]1[CH2:6][CH2:5][CH2:4][C@H:3]1[CH2:7][N:8]1[C:12](=[O:13])[CH2:11][S:10][C:9]1=[O:14].[F:15][C:16]([F:40])([F:39])[C:17]1[CH:34]=[C:33]([C:35]([F:38])([F:37])[F:36])[CH:32]=[CH:31][C:18]=1[CH2:19][N:20]1[C:28]2[C:23](=[CH:24][C:25]([CH:29]=O)=[CH:26][CH:27]=2)[CH:22]=[N:21]1, predict the reaction product. The product is: [F:40][C:16]([F:15])([F:39])[C:17]1[CH:34]=[C:33]([C:35]([F:36])([F:37])[F:38])[CH:32]=[CH:31][C:18]=1[CH2:19][N:20]1[C:28]2[C:23](=[CH:24][C:25](/[CH:29]=[C:11]3/[C:12](=[O:13])[N:8]([CH2:7][C@@H:3]4[CH2:4][CH2:5][CH2:6][N:2]4[CH3:1])[C:9](=[O:14])[S:10]/3)=[CH:26][CH:27]=2)[CH:22]=[N:21]1.